From a dataset of Reaction yield outcomes from USPTO patents with 853,638 reactions. Predict the reaction yield, written as a fraction of the theoretical maximum amount of product (1.0 means a 100% yield; for example, 0.34 means a 34% yield). The reactants are [N:1]1[CH:6]=[CH:5][CH:4]=[CH:3][C:2]=1[C:7]1[CH:22]=[CH:21][C:10]([CH2:11][NH:12][NH:13][C:14]([O:16]C(C)(C)C)=O)=[CH:9][CH:8]=1.FC(F)(F)[C:25]([OH:27])=[O:26].[CH:30](N(C(C)C)CC)(C)C.CCOP(O[N:48]1N=N[C:52]2C=CC=[CH:56][C:51]=2[C:49]1=O)(OCC)=O. The catalyst is ClCCl. The product is [CH3:52][CH:51]([CH3:56])[C@H:49]([NH:48][C:25](=[O:26])[O:27][CH3:30])[C:14]([NH:13][NH:12][CH2:11][C:10]1[CH:9]=[CH:8][C:7]([C:2]2[CH:3]=[CH:4][CH:5]=[CH:6][N:1]=2)=[CH:22][CH:21]=1)=[O:16]. The yield is 0.470.